From a dataset of Forward reaction prediction with 1.9M reactions from USPTO patents (1976-2016). Predict the product of the given reaction. (1) Given the reactants [NH2:1][C:2]1[CH:11]=[CH:10][C:9]2[C:4](=[CH:5][CH:6]=[C:7](Br)[CH:8]=2)[CH:3]=1.BrC1C=CC2C(=CC=C(O)C=2)C=1.[H-].[K+].C([Li])(C)(C)C.[B:32](OC(C)C)([O:37]C(C)C)[O:33]C(C)C.S(=O)(=O)(O)O, predict the reaction product. The product is: [NH2:1][C:2]1[CH:3]=[C:4]2[C:9](=[CH:10][CH:11]=1)[CH:8]=[C:7]([B:32]([OH:37])[OH:33])[CH:6]=[CH:5]2. (2) Given the reactants [OH:1][C:2]1[CH:9]=[CH:8][C:7]([C:10]([F:13])([F:12])[F:11])=[CH:6][C:3]=1[CH:4]=O.Cl.Cl[CH2:16][C:17]1[CH:22]=[CH:21][N:20]=[CH:19][CH:18]=1.C(=O)([O-])[O-].[K+].[K+].CN(C=O)C, predict the reaction product. The product is: [F:11][C:10]([F:13])([F:12])[C:7]1[CH:8]=[CH:9][C:2]2[O:1][C:16]([C:17]3[CH:22]=[CH:21][N:20]=[CH:19][CH:18]=3)=[CH:4][C:3]=2[CH:6]=1. (3) Given the reactants [Br:1][C:2]1[CH:7]=[C:6]([CH3:8])[CH:5]=[C:4]([Br:9])[C:3]=1[Cl:10].C1C(=O)N([Br:18])C(=O)C1.CC(N=NC(C#N)(C)C)(C#N)C, predict the reaction product. The product is: [Br:1][C:2]1[CH:7]=[C:6]([CH2:8][Br:18])[CH:5]=[C:4]([Br:9])[C:3]=1[Cl:10]. (4) Given the reactants [CH2:1]([C:4]1([CH2:30][CH3:31])[CH2:9][C@H:8]([C:10]2[CH:15]=[CH:14][CH:13]=[C:12]([Cl:16])[CH:11]=2)[C@@H:7]([C:17]2[CH:22]=[CH:21][C:20]([Cl:23])=[CH:19][CH:18]=2)[N:6]([C@@H:24]([CH2:27][CH3:28])[CH2:25]O)[C:5]1=[O:29])[CH:2]=[CH2:3].[CH3:32][NH:33][S:34]([CH:37]1[CH2:39][CH2:38]1)(=[O:36])=[O:35].C(C=P(CCCC)(CCCC)CCCC)#N, predict the reaction product. The product is: [CH2:1]([C:4]1([CH2:30][CH3:31])[CH2:9][C@H:8]([C:10]2[CH:15]=[CH:14][CH:13]=[C:12]([Cl:16])[CH:11]=2)[C@@H:7]([C:17]2[CH:22]=[CH:21][C:20]([Cl:23])=[CH:19][CH:18]=2)[N:6]([C@@H:24]([CH2:27][CH3:28])[CH2:25][N:33]([CH3:32])[S:34]([CH:37]2[CH2:39][CH2:38]2)(=[O:36])=[O:35])[C:5]1=[O:29])[CH:2]=[CH2:3]. (5) The product is: [C:22]([O:21][C:17]1[CH:18]=[C:19]([CH:26]=[CH2:27])[C:13]2[O:12][C:11]([C:8]3[CH:9]=[CH:10][C:5]([O:4][C:1](=[O:3])[CH3:2])=[C:6]([F:25])[CH:7]=3)=[N:15][C:14]=2[CH:16]=1)(=[O:24])[CH3:23]. Given the reactants [C:1]([O:4][C:5]1[CH:10]=[CH:9][C:8]([C:11]2[O:12][C:13]3[C:19](Br)=[CH:18][C:17]([O:21][C:22](=[O:24])[CH3:23])=[CH:16][C:14]=3[N:15]=2)=[CH:7][C:6]=1[F:25])(=[O:3])[CH3:2].[CH2:26]([Sn](CCCC)(CCCC)C=C)[CH2:27]CC.CC1C=CC(C)=CC=1, predict the reaction product.